This data is from Full USPTO retrosynthesis dataset with 1.9M reactions from patents (1976-2016). The task is: Predict the reactants needed to synthesize the given product. Given the product [O:1]1[CH:24]=[C:20]1[C:21]([OH:23])=[O:22].[OH:1][C:2]1[CH:3]=[CH:4][C:5]([C:8]([C:11]2[CH:12]=[CH:13][C:14]([OH:17])=[CH:15][CH:16]=2)([CH3:10])[CH3:9])=[CH:6][CH:7]=1, predict the reactants needed to synthesize it. The reactants are: [OH:1][C:2]1[CH:7]=[CH:6][C:5]([C:8]([C:11]2[CH:16]=[CH:15][C:14]([OH:17])=[CH:13][CH:12]=2)([CH3:10])[CH3:9])=[CH:4][CH:3]=1.C1(=O)[O:23][C:21](=[O:22])[CH:20]2[CH2:24]CCCC12.